Dataset: Forward reaction prediction with 1.9M reactions from USPTO patents (1976-2016). Task: Predict the product of the given reaction. (1) Given the reactants [CH2:1]([N:8]1[C:12]([CH2:13][N:14]2C(=O)C3C(=CC=CC=3)C2=O)=[N:11][N:10]=[N:9]1)[C:2]1[CH:7]=[CH:6][CH:5]=[CH:4][CH:3]=1.NN.Cl, predict the reaction product. The product is: [CH2:1]([N:8]1[C:12]([CH2:13][NH2:14])=[N:11][N:10]=[N:9]1)[C:2]1[CH:3]=[CH:4][CH:5]=[CH:6][CH:7]=1. (2) Given the reactants [C:1]([O:5][C:6](=[O:27])[N:7]([C:19]1[CH:24]=[CH:23][C:22]([CH:25]=[O:26])=[CH:21][N:20]=1)[CH2:8][C:9]1[CH:14]=[CH:13][C:12]([C:15]([F:18])([F:17])[F:16])=[CH:11][CH:10]=1)([CH3:4])([CH3:3])[CH3:2].[CH:28]([Si:31]([CH:45]([CH3:47])[CH3:46])([CH:42]([CH3:44])[CH3:43])[O:32][C:33]1[CH:34]=[C:35]2[CH:41]=[CH:40][NH:39][C:36]2=[N:37][CH:38]=1)([CH3:30])[CH3:29].[OH-].[K+].O, predict the reaction product. The product is: [C:1]([O:5][C:6](=[O:27])[N:7]([C:19]1[CH:24]=[CH:23][C:22]([CH:25]([OH:26])[C:41]2[C:35]3[C:36](=[N:37][CH:38]=[C:33]([O:32][Si:31]([CH:42]([CH3:44])[CH3:43])([CH:45]([CH3:47])[CH3:46])[CH:28]([CH3:29])[CH3:30])[CH:34]=3)[NH:39][CH:40]=2)=[CH:21][N:20]=1)[CH2:8][C:9]1[CH:10]=[CH:11][C:12]([C:15]([F:16])([F:17])[F:18])=[CH:13][CH:14]=1)([CH3:4])([CH3:2])[CH3:3]. (3) The product is: [CH2:2]([N:9]1[CH2:10][CH:11]=[C:12]([N:15]2[CH:20]=[C:19]([O:35][CH3:36])[C:18](=[O:21])[C:17]([C:22]3[N:26]([C:27]4[CH:32]=[CH:31][CH:30]=[CH:29][CH:28]=4)[N:25]=[CH:24][CH:23]=3)=[N:16]2)[CH2:13][CH2:14]1)[C:3]1[CH:4]=[CH:5][CH:6]=[CH:7][CH:8]=1. Given the reactants [Br-].[CH2:2]([N+:9]1[CH:14]=[CH:13][C:12]([N:15]2[CH:20]=[CH:19][C:18](=[O:21])[C:17]([C:22]3[N:26]([C:27]4[CH:32]=[CH:31][CH:30]=[CH:29][CH:28]=4)[N:25]=[CH:24][CH:23]=3)=[N:16]2)=[CH:11][CH:10]=1)[C:3]1[CH:8]=[CH:7][CH:6]=[CH:5][CH:4]=1.[BH4-].[Na+].[OH2:35].[CH3:36]O, predict the reaction product. (4) Given the reactants Cl[C:2]1[CH:7]=[CH:6][C:5]([N+:8]([O-:10])=[O:9])=[CH:4][N:3]=1.[N:11]1([C:17]([O:19][C:20]([CH3:23])([CH3:22])[CH3:21])=[O:18])[CH2:16][CH2:15][NH:14][CH2:13][CH2:12]1, predict the reaction product. The product is: [N+:8]([C:5]1[CH:6]=[CH:7][C:2]([N:14]2[CH2:13][CH2:12][N:11]([C:17]([O:19][C:20]([CH3:23])([CH3:22])[CH3:21])=[O:18])[CH2:16][CH2:15]2)=[N:3][CH:4]=1)([O-:10])=[O:9]. (5) Given the reactants [CH3:1][O:2][CH2:3][CH2:4][CH2:5][OH:6].[C:7]([N:14]1[CH:18]=[CH:17]N=[CH:15]1)(N1C=CN=C1)=[O:8].C1(C)C=CC(S(O)(=O)=O)=CC=1.[O:30]1[CH2:35][CH2:34][CH2:33][CH2:32][CH:31]1[O:36][NH:37][C:38]([C:40]1[CH:41]=[C:42]2[C:47](=[CH:48][CH:49]=1)CNCC2)=[O:39], predict the reaction product. The product is: [CH3:1][O:2][CH2:3][CH2:4][CH2:5][O:6][C:7]([N:14]1[CH2:15][CH2:47][C:48]2[C:17](=[CH:42][CH:41]=[C:40]([C:38](=[O:39])[NH:37][O:36][CH:31]3[CH2:32][CH2:33][CH2:34][CH2:35][O:30]3)[CH:49]=2)[CH2:18]1)=[O:8]. (6) Given the reactants Br[C:2]([CH3:9])([CH3:8])[C:3]([O:5][CH2:6][CH3:7])=[O:4].[NH:10]1[CH2:14][CH2:13][CH2:12][CH2:11]1, predict the reaction product. The product is: [CH3:8][C:2]([N:10]1[CH2:14][CH2:13][CH2:12][CH2:11]1)([CH3:9])[C:3]([O:5][CH2:6][CH3:7])=[O:4].